This data is from Full USPTO retrosynthesis dataset with 1.9M reactions from patents (1976-2016). The task is: Predict the reactants needed to synthesize the given product. (1) Given the product [F:23][C:19]1[CH:18]=[C:17]([S:14]([NH:13][C:7]2[CH:6]=[CH:5][C:4]3[CH:3]([CH2:2][NH:1][CH:24]=[O:25])[CH2:12][CH2:11][CH2:10][C:9]=3[CH:8]=2)(=[O:16])=[O:15])[CH:22]=[CH:21][CH:20]=1, predict the reactants needed to synthesize it. The reactants are: [NH2:1][CH2:2][CH:3]1[CH2:12][CH2:11][CH2:10][C:9]2[CH:8]=[C:7]([NH:13][S:14]([C:17]3[CH:22]=[CH:21][CH:20]=[C:19]([F:23])[CH:18]=3)(=[O:16])=[O:15])[CH:6]=[CH:5][C:4]1=2.[CH:24](OCCCC)=[O:25]. (2) Given the product [CH2:18]([C:16]1[CH:17]=[C:8]2[C:7]([C:5](=[O:6])[CH2:20][CH3:21])=[CH:12][CH:11]=[C:10]([CH2:27][CH3:28])[N:9]2[N:15]=1)[CH3:19], predict the reactants needed to synthesize it. The reactants are: COCN[C:5]([C:7]1[C:8]2[N:9]([N:15]=[C:16]([CH2:18][CH3:19])[CH:17]=2)[C:10](OC)=[CH:11][CH:12]=1)=[O:6].[CH2:20]([Mg]Br)[CH3:21].[Cl-].[NH4+].O1CC[CH2:28][CH2:27]1. (3) The reactants are: [C@H:1]1([OH:12])[CH:7]([OH:8])[C@@H:6](O)[C@H:5](O)[C:3](=[O:4])[C@@H:2]1[OH:11].OS(O)(=O)=O.C([O-])(O)=O.[Na+]. Given the product [OH:4][C:3]1[CH:5]=[CH:6][C:7]([OH:8])=[C:1]([OH:12])[C:2]=1[OH:11], predict the reactants needed to synthesize it. (4) Given the product [O:20]=[C:40]1[CH2:41][CH2:48][CH2:37][CH2:36][N:35]1[CH2:24][C@H:7]1[CH2:12][O:21][N:10]=[C:9]([C:13]2[CH:14]=[N:15][CH:16]=[CH:17][CH:18]=2)[NH:8]1, predict the reactants needed to synthesize it. The reactants are: N1([CH:7]2[CH2:12]O[N:10]=[C:9]([C:13]3[CH:14]=[N:15][CH:16]=[CH:17][CH:18]=3)[N:8]2C)CCCCC1.[OH2:20].[OH2:21].[Na+].[Na+].[CH2:24]([N:35]([CH2:40][C:41](O)=O)[CH2:36][C:37](O)=O)[CH2:24][N:35]([CH2:40][C:41]([O-])=O)[CH2:36][C:37]([O-:21])=[O:20].[BH4-].Cl.[OH-].[Na+].[C:48](O)(=O)C. (5) Given the product [C:1]([C:5]1[C:6]([NH:14][C:22](=[O:23])[CH2:21][C:15]2[CH:20]=[CH:19][CH:18]=[CH:17][CH:16]=2)=[N:7][N:8]2[CH:13]=[CH:12][CH:11]=[N:10][C:9]=12)([CH3:4])([CH3:2])[CH3:3], predict the reactants needed to synthesize it. The reactants are: [C:1]([C:5]1[C:6]([NH2:14])=[N:7][N:8]2[CH:13]=[CH:12][CH:11]=[N:10][C:9]=12)([CH3:4])([CH3:3])[CH3:2].[C:15]1([CH2:21][C:22](O)=[O:23])[CH:20]=[CH:19][CH:18]=[CH:17][CH:16]=1.Cl.CN(C)CCCN=C=NCC.